From a dataset of Full USPTO retrosynthesis dataset with 1.9M reactions from patents (1976-2016). Predict the reactants needed to synthesize the given product. (1) The reactants are: [H-].[Al+3].[Li+].[H-].[H-].[H-].[O:7]1[CH2:12][C:11](=O)[NH:10][C:9]2[CH:14]=[CH:15][CH:16]=[CH:17][C:8]1=2. Given the product [O:7]1[CH2:12][CH2:11][NH:10][C:9]2[CH:14]=[CH:15][CH:16]=[CH:17][C:8]1=2, predict the reactants needed to synthesize it. (2) Given the product [CH:9]1[C:10]2[C:5](=[C:22]([CH2:24][C:6]3[C:5]4[C:10](=[CH:11][C:12]([O:13][CH3:14])=[C:3]([O:2][CH3:1])[CH:4]=4)[C:9]([CH3:15])=[N:8][C:7]=3[OH:16])[CH:3]=[CH:12][CH:11]=2)[CH:6]=[CH:7][N:8]=1, predict the reactants needed to synthesize it. The reactants are: [CH3:1][O:2][C:3]1[CH:4]=[C:5]2[C:10](=[CH:11][C:12]=1[O:13][CH3:14])[C:9]([CH3:15])=[N:8][C:7]([OH:16])=[CH:6]2.[OH-].[K+].CCO[C:22]([CH3:24])=O. (3) Given the product [CH:16]1([C:19]2[CH:25]=[CH:24][C:22]([NH:23][C:11]([C:7]3[C:6]4=[N:1][S:2](=[O:15])(=[O:14])[CH2:3][CH2:4][N:5]4[CH:10]=[CH:9][CH:8]=3)=[O:13])=[CH:21][CH:20]=2)[CH2:18][CH2:17]1, predict the reactants needed to synthesize it. The reactants are: [N:1]1[S:2](=[O:15])(=[O:14])[CH2:3][CH2:4][N:5]2[CH:10]=[CH:9][CH:8]=[C:7]([C:11]([OH:13])=O)[C:6]=12.[CH:16]1([C:19]2[CH:25]=[CH:24][C:22]([NH2:23])=[CH:21][CH:20]=2)[CH2:18][CH2:17]1.C1C=CC2N(O)N=NC=2C=1.CCN=C=NCCCN(C)C.Cl.CCN(C(C)C)C(C)C.